Dataset: Reaction yield outcomes from USPTO patents with 853,638 reactions. Task: Predict the reaction yield, written as a fraction of the theoretical maximum amount of product (1.0 means a 100% yield; for example, 0.34 means a 34% yield). The reactants are I[C:2]1[C:3]2[C:8]([C:9]([C:16]3[CH:21]=[CH:20][CH:19]=[CH:18][CH:17]=3)=[C:10]3[C:15]=1[CH:14]=[CH:13][CH:12]=[CH:11]3)=[CH:7][CH:6]=[CH:5][CH:4]=2.[Br:22][C:23]1[CH:28]=[CH:27][C:26](B(O)O)=[CH:25][CH:24]=1.C(=O)([O-])[O-].[K+].[K+]. The catalyst is C1C=CC([P]([Pd]([P](C2C=CC=CC=2)(C2C=CC=CC=2)C2C=CC=CC=2)([P](C2C=CC=CC=2)(C2C=CC=CC=2)C2C=CC=CC=2)[P](C2C=CC=CC=2)(C2C=CC=CC=2)C2C=CC=CC=2)(C2C=CC=CC=2)C2C=CC=CC=2)=CC=1.C1(C)C=CC=CC=1. The product is [C:16]1([C:9]2[C:10]3[C:15]([C:2]([C:26]4[CH:27]=[CH:28][C:23]([Br:22])=[CH:24][CH:25]=4)=[C:3]4[C:8]=2[CH:7]=[CH:6][CH:5]=[CH:4]4)=[CH:14][CH:13]=[CH:12][CH:11]=3)[CH:17]=[CH:18][CH:19]=[CH:20][CH:21]=1. The yield is 0.450.